Dataset: Catalyst prediction with 721,799 reactions and 888 catalyst types from USPTO. Task: Predict which catalyst facilitates the given reaction. (1) Reactant: CC1(C)C(C)(C)OB([C:9]2[CH:10]=[N:11][N:12]([CH:14]3[CH2:19][CH2:18][N:17]([C:20]([O:22][C:23]([CH3:26])([CH3:25])[CH3:24])=[O:21])[CH2:16][CH2:15]3)[CH:13]=2)O1.[F:28][C:29]1[CH:30]=[C:31]([NH:55]C(C2C(=O)N(C3C=CC(F)=CC=3)N=CC=2)=O)[CH:32]=[CH:33][C:34]=1[O:35][C:36]1[CH:41]=[CH:40][N:39]=[C:38]2[N:42]([CH2:46][C:47]3[CH:52]=[CH:51][C:50]([O:53][CH3:54])=[CH:49][CH:48]=3)[N:43]=[C:44](I)[C:37]=12.C(=O)([O-])[O-].[K+].[K+]. Product: [NH2:55][C:31]1[CH:32]=[CH:33][C:34]([O:35][C:36]2[CH:41]=[CH:40][N:39]=[C:38]3[N:42]([CH2:46][C:47]4[CH:52]=[CH:51][C:50]([O:53][CH3:54])=[CH:49][CH:48]=4)[N:43]=[C:44]([C:9]4[CH:10]=[N:11][N:12]([CH:14]5[CH2:15][CH2:16][N:17]([C:20]([O:22][C:23]([CH3:24])([CH3:25])[CH3:26])=[O:21])[CH2:18][CH2:19]5)[CH:13]=4)[C:37]=23)=[C:29]([F:28])[CH:30]=1. The catalyst class is: 73. (2) Reactant: [Br:1][C:2]1[C:3](=[O:30])[N:4]([CH2:19][C:20]2[CH:29]=[CH:28][C:23]([C:24]([O:26][CH3:27])=[O:25])=[CH:22][CH:21]=2)[C:5]([CH3:18])=[CH:6][C:7]=1[O:8][CH2:9][C:10]1[CH:15]=[CH:14][CH:13]=[CH:12][C:11]=1[C:16]#[N:17].B.C1COCC1. Product: [NH2:17][CH2:16][C:11]1[CH:12]=[CH:13][CH:14]=[CH:15][C:10]=1[CH2:9][O:8][C:7]1[CH:6]=[C:5]([CH3:18])[N:4]([CH2:19][C:20]2[CH:29]=[CH:28][C:23]([C:24]([O:26][CH3:27])=[O:25])=[CH:22][CH:21]=2)[C:3](=[O:30])[C:2]=1[Br:1]. The catalyst class is: 1.